The task is: Regression/Classification. Given a drug SMILES string, predict its absorption, distribution, metabolism, or excretion properties. Task type varies by dataset: regression for continuous measurements (e.g., permeability, clearance, half-life) or binary classification for categorical outcomes (e.g., BBB penetration, CYP inhibition). Dataset: cyp2c19_veith.. This data is from CYP2C19 inhibition data for predicting drug metabolism from PubChem BioAssay. (1) The drug is Cc1c(NC(=S)N/N=C/c2ccc(O)cc2)c(=O)n(-c2ccccc2)n1C. The result is 0 (non-inhibitor). (2) The result is 0 (non-inhibitor). The molecule is COC(=O)Nc1nc2ccc(Sc3ccccc3)cc2[nH]1. (3) The compound is CCC(=O)N(Cc1ccco1)c1nc(-c2ccccc2)cs1. The result is 1 (inhibitor). (4) The drug is Cc1ccc(CSc2nc3ccccc3cc2C=O)cc1. The result is 1 (inhibitor). (5) The molecule is CC(C)=C1C(=O)C(c2ccccc2)=C2CN3C(=O)N(CCc4ccccc4)C(=O)[C@]3(Cc3ccc(C(F)(F)F)cc3)[C@H]21. The result is 1 (inhibitor).